Dataset: Full USPTO retrosynthesis dataset with 1.9M reactions from patents (1976-2016). Task: Predict the reactants needed to synthesize the given product. The reactants are: Cl.[CH3:2][S:3]([C:6]1[CH:11]=[C:10]([C@@H:12]([NH2:15])[CH2:13][CH3:14])[CH:9]=[CH:8][N:7]=1)(=[O:5])=[O:4].CCN(C(C)C)C(C)C.[C:25](O[C:25]([O:27][C:28]([CH3:31])([CH3:30])[CH3:29])=[O:26])([O:27][C:28]([CH3:31])([CH3:30])[CH3:29])=[O:26]. Given the product [C:28]([O:27][C:25](=[O:26])[NH:15][C@H:12]([C:10]1[CH:9]=[CH:8][N:7]=[C:6]([S:3]([CH3:2])(=[O:5])=[O:4])[CH:11]=1)[CH2:13][CH3:14])([CH3:31])([CH3:30])[CH3:29], predict the reactants needed to synthesize it.